From a dataset of Full USPTO retrosynthesis dataset with 1.9M reactions from patents (1976-2016). Predict the reactants needed to synthesize the given product. Given the product [Cl:41][CH2:40][CH2:39][CH2:38][O:25][C:22]1[CH:23]=[CH:24][C:19]2[N:18]=[CH:17][N:16]([C:10]3[S:11][C:12]([C:13]([NH2:15])=[O:14])=[C:8]([C:4]4[CH:5]=[CH:6][CH:7]=[C:2]([Cl:1])[CH:3]=4)[N:9]=3)[C:20]=2[CH:21]=1, predict the reactants needed to synthesize it. The reactants are: [Cl:1][C:2]1[CH:3]=[C:4]([C:8]2[N:9]=[C:10]([N:16]3[C:20]4[CH:21]=[C:22]([OH:25])[CH:23]=[CH:24][C:19]=4[N:18]=[CH:17]3)[S:11][C:12]=2[C:13]([NH2:15])=[O:14])[CH:5]=[CH:6][CH:7]=1.CN(C)C=O.C(=O)([O-])[O-].[Cs+].[Cs+].Br[CH2:38][CH2:39][CH2:40][Cl:41].